From a dataset of Forward reaction prediction with 1.9M reactions from USPTO patents (1976-2016). Predict the product of the given reaction. (1) Given the reactants Cl.[NH2:2][CH2:3][C:4]([C:6]1[CH:11]=[CH:10][CH:9]=[C:8]([Br:12])[CH:7]=1)=[O:5].[C:13]([C:16]([CH2:23][Br:24])([O:20][CH2:21][CH3:22])[O:17][CH2:18][CH3:19])(O)=[O:14].CN1CCOCC1.C1CN([P+](ON2N=NC3C=CC=CC2=3)(N2CCCC2)N2CCCC2)CC1.F[P-](F)(F)(F)(F)F, predict the reaction product. The product is: [Br:24][CH2:23][C:16]([O:17][CH2:18][CH3:19])([O:20][CH2:21][CH3:22])[C:13]([NH:2][CH2:3][C:4]([C:6]1[CH:11]=[CH:10][CH:9]=[C:8]([Br:12])[CH:7]=1)=[O:5])=[O:14]. (2) The product is: [CH3:14][O:13][C:10]1[CH:11]=[CH:12][C:7]([CH2:6][NH:1][CH2:2][CH:3]([OH:5])[CH3:4])=[CH:8][CH:9]=1. Given the reactants [NH2:1][CH2:2][CH:3]([OH:5])[CH3:4].[CH:6](=O)[C:7]1[CH:12]=[CH:11][C:10]([O:13][CH3:14])=[CH:9][CH:8]=1.[BH4-].[Na+], predict the reaction product. (3) Given the reactants [CH3:1][C:2]1[N:3]([CH2:32][C:33]([O:35]CC)=[O:34])[C:4]2[CH2:5][CH2:6][C:7]([CH3:31])([CH3:30])[CH2:8][C:9]=2[C:10]=1[CH2:11][C:12]1[N:13]([S:21]([C:24]2[CH:29]=[CH:28][CH:27]=[CH:26][CH:25]=2)(=[O:23])=[O:22])[C:14]2[C:19]([CH:20]=1)=[CH:18][CH:17]=[CH:16][CH:15]=2.[OH-].[Na+].Cl, predict the reaction product. The product is: [CH3:1][C:2]1[N:3]([CH2:32][C:33]([OH:35])=[O:34])[C:4]2[CH2:5][CH2:6][C:7]([CH3:31])([CH3:30])[CH2:8][C:9]=2[C:10]=1[CH2:11][C:12]1[N:13]([S:21]([C:24]2[CH:25]=[CH:26][CH:27]=[CH:28][CH:29]=2)(=[O:23])=[O:22])[C:14]2[C:19]([CH:20]=1)=[CH:18][CH:17]=[CH:16][CH:15]=2. (4) Given the reactants [Cl:1][C:2]1[S:6][C:5]([C:7]([NH:9][C:10]2[CH:18]=[CH:17][CH:16]=[C:15]3[C:11]=2[C:12](=[O:32])[N:13]([CH2:20][C:21]2[CH:26]=[CH:25][C:24]([CH2:27][C:28](SC)=[NH:29])=[CH:23][CH:22]=2)[C:14]3=[O:19])=[O:8])=[CH:4][CH:3]=1.C([O-])(=O)C.[NH4+:37].[Cl-].[NH4+], predict the reaction product. The product is: [NH2:29][C:28](=[NH:37])[CH2:27][C:24]1[CH:25]=[CH:26][C:21]([CH2:20][N:13]2[C:12](=[O:32])[C:11]3[C:15](=[CH:16][CH:17]=[CH:18][C:10]=3[NH:9][C:7]([C:5]3[S:6][C:2]([Cl:1])=[CH:3][CH:4]=3)=[O:8])[C:14]2=[O:19])=[CH:22][CH:23]=1.